This data is from Catalyst prediction with 721,799 reactions and 888 catalyst types from USPTO. The task is: Predict which catalyst facilitates the given reaction. (1) Reactant: [CH3:1][CH:2]([CH2:4][CH:5]1[C:18](=O)[CH2:17][CH:16]2[N:7]([CH2:8][CH2:9][C:10]3[C:15]2=[CH:14][C:13]([O:20][CH3:21])=[C:12]([O:22][CH3:23])[CH:11]=3)[CH2:6]1)[CH3:3].C(O)(=O)C.[NH3:28].[BH4-].[Na+]. Product: [CH2:4]([CH:5]1[CH2:6][N:7]2[CH2:8][CH2:9][C:10]3[C:15]([CH:16]2[CH2:17][CH:18]1[NH2:28])=[CH:14][C:13]([O:20][CH3:21])=[C:12]([O:22][CH3:23])[CH:11]=3)[CH:2]([CH3:3])[CH3:1]. The catalyst class is: 5. (2) Reactant: [CH3:1][O:2][C:3]1[C:8]([NH2:9])=[CH:7][CH:6]=[C:5]([O:10][CH3:11])[N:4]=1.[C:12]1([CH3:24])[CH:17]=[C:16]([CH3:18])[CH:15]=[C:14]([CH3:19])[C:13]=1[S:20](Cl)(=[O:22])=[O:21].C([O-])([O-])=O.[Na+].[Na+]. Product: [CH3:1][O:2][C:3]1[C:8]([NH:9][S:20]([C:13]2[C:14]([CH3:19])=[CH:15][C:16]([CH3:18])=[CH:17][C:12]=2[CH3:24])(=[O:22])=[O:21])=[CH:7][CH:6]=[C:5]([O:10][CH3:11])[N:4]=1. The catalyst class is: 161. (3) Reactant: [ClH:1].[F:2][C:3]1[CH:8]=[CH:7][CH:6]=[CH:5][C:4]=1[NH:9][NH2:10].[CH2:11]([O:13][C:14]([C:16]#[C:17][C:18](OCC)=O)=[O:15])[CH3:12].C(=O)([O-])[O-].[K+].[K+].Cl. Product: [CH2:11]([O:13][C:14]([C:16]1[CH:17]=[C:18]([Cl:1])[N:9]([C:4]2[CH:5]=[CH:6][CH:7]=[CH:8][C:3]=2[F:2])[N:10]=1)=[O:15])[CH3:12]. The catalyst class is: 97. (4) Reactant: [C:1]([O:11][CH:12]([CH3:14])[CH3:13])(=[O:10])/[CH:2]=[CH:3]/[C:4]([O:6][CH:7]([CH3:9])[CH3:8])=[O:5].[C:15]([O:25][CH2:26][CH3:27])(=[O:24])[CH:16]=[CH:17][C:18]1[CH:23]=[CH:22][CH:21]=[CH:20][CH:19]=1.C(C1C=CC=CC=1C=C)=C.C(OOOC(C)(C)C)(=O)C(C)(C)C. Product: [C:4]([O:6][CH:7]([CH3:9])[CH3:8])(=[O:5])/[CH:3]=[CH:2]/[C:1]([O:11][CH:12]([CH3:14])[CH3:13])=[O:10].[C:15]([O:25][CH2:26][CH3:27])(=[O:24])[CH:16]=[CH:17][C:18]1[CH:19]=[CH:20][CH:21]=[CH:22][CH:23]=1. The catalyst class is: 83. (5) Reactant: [F:1][C:2]([F:20])([F:19])[C@@H:3]([OH:18])[CH2:4][N:5]1[CH2:10][CH2:9][N:8]([CH3:11])[CH:7]([C:12]2[CH:17]=[CH:16][CH:15]=[CH:14][CH:13]=2)[CH2:6]1.[Cl:21][C:22]1[CH:27]=[CH:26][C:25]([N:28]=[C:29]=[O:30])=[CH:24][CH:23]=1. The catalyst class is: 10. Product: [ClH:21].[F:20][C:2]([F:1])([F:19])[C@@H:3]([O:18][C:29](=[O:30])[NH:28][C:25]1[CH:26]=[CH:27][C:22]([Cl:21])=[CH:23][CH:24]=1)[CH2:4][N:5]1[CH2:10][CH2:9][N:8]([CH3:11])[CH:7]([C:12]2[CH:13]=[CH:14][CH:15]=[CH:16][CH:17]=2)[CH2:6]1. (6) Reactant: Cl.[C:2](Cl)(=[O:9])[C:3]1[CH:8]=[CH:7][CH:6]=[N:5][CH:4]=1.C([OH:29])CCCCCCC/C=C\CCCCCCCC.N1C=CC=CC=1. Product: [C:2]([OH:9])(=[O:29])[C:3]1[CH:8]=[CH:7][CH:6]=[N:5][CH:4]=1. The catalyst class is: 81. (7) Reactant: [NH:1]1[CH2:6][CH2:5][CH:4]([C:7]([NH2:9])=O)[CH2:3][CH2:2]1.[O:10]1[CH2:15][CH2:14][CH:13]([C:16](O)=O)[CH2:12][CH2:11]1.C(N(C(C)C)CC)(C)C.CN(C(ON1N=NC2C=CC=CC1=2)=[N+](C)C)C.F[P-](F)(F)(F)(F)F.[H-].[Al+3].[Li+].[H-].[H-].[H-]. The catalyst class is: 348. Product: [O:10]1[CH2:15][CH2:14][CH:13]([CH2:16][N:1]2[CH2:6][CH2:5][CH:4]([CH2:7][NH2:9])[CH2:3][CH2:2]2)[CH2:12][CH2:11]1.